Dataset: Forward reaction prediction with 1.9M reactions from USPTO patents (1976-2016). Task: Predict the product of the given reaction. (1) Given the reactants F[C:2]1C=CC(O)=C[C:3]=1CO.ICCCCC.[CH3:17][C@@H:18]1[CH2:23][NH:22][CH2:21][CH2:20][N:19]1[C:24]([O:26][CH2:27][C:28]1[CH:33]=[C:32]([O:34][CH2:35][CH:36]=[CH2:37])[CH:31]=[CH:30][C:29]=1[F:38])=[O:25], predict the reaction product. The product is: [CH3:17][C@@H:18]1[CH2:23][NH:22][CH2:21][CH2:20][N:19]1[C:24]([O:26][CH2:27][C:28]1[CH:33]=[C:32]([O:34][CH2:35][CH2:36][CH2:37][CH2:2][CH3:3])[CH:31]=[CH:30][C:29]=1[F:38])=[O:25]. (2) Given the reactants [CH2:1]([O:8][C:9]([NH:11][C:12]([CH3:17])([CH3:16])[C:13]([OH:15])=O)=[O:10])[C:2]1[CH:7]=[CH:6][CH:5]=[CH:4][CH:3]=1.CN(C(ON1N=NC2C=CC=NC1=2)=[N+](C)C)C.F[P-](F)(F)(F)(F)F.CN1CCOCC1.[CH3:49][O:50][CH:51]([O:54][CH3:55])[CH2:52][NH2:53], predict the reaction product. The product is: [CH3:49][O:50][CH:51]([O:54][CH3:55])[CH2:52][NH:53][C:13](=[O:15])[C:12]([NH:11][C:9](=[O:10])[O:8][CH2:1][C:2]1[CH:3]=[CH:4][CH:5]=[CH:6][CH:7]=1)([CH3:17])[CH3:16]. (3) Given the reactants [F:1][C:2]1[CH:3]=[C:4]([CH:39]=[C:40]([F:44])[C:41]=1[O:42][CH3:43])[CH2:5][N:6]1[C:11]2[CH:12]=[C:13]([C:15]3[CH:20]=[CH:19][C:18]([F:21])=[CH:17][C:16]=3[O:22][CH3:23])[S:14][C:10]=2[C:9](=[O:24])[N:8]([CH:25]2[CH2:30][CH2:29][N:28](C(OC(C)(C)C)=O)[CH2:27][CH2:26]2)[C:7]1=[O:38].[ClH:45], predict the reaction product. The product is: [ClH:45].[F:44][C:40]1[CH:39]=[C:4]([CH:3]=[C:2]([F:1])[C:41]=1[O:42][CH3:43])[CH2:5][N:6]1[C:11]2[CH:12]=[C:13]([C:15]3[CH:20]=[CH:19][C:18]([F:21])=[CH:17][C:16]=3[O:22][CH3:23])[S:14][C:10]=2[C:9](=[O:24])[N:8]([CH:25]2[CH2:26][CH2:27][NH:28][CH2:29][CH2:30]2)[C:7]1=[O:38]. (4) Given the reactants F[C:2]1[CH:7]=[C:6]([C:8]2[S:12][C:11]([NH2:13])=[N:10][C:9]=2[C:14]2[CH:19]=[CH:18][CH:17]=[C:16]([CH3:20])[CH:15]=2)[CH:5]=[CH:4][N:3]=1.[CH2:21]([NH2:28])[C:22]1[CH:27]=[CH:26][CH:25]=[CH:24][CH:23]=1.C(=O)([O-])O.[Na+], predict the reaction product. The product is: [CH2:21]([NH:28][C:2]1[CH:7]=[C:6]([C:8]2[S:12][C:11]([NH2:13])=[N:10][C:9]=2[C:14]2[CH:19]=[CH:18][CH:17]=[C:16]([CH3:20])[CH:15]=2)[CH:5]=[CH:4][N:3]=1)[C:22]1[CH:27]=[CH:26][CH:25]=[CH:24][CH:23]=1. (5) The product is: [OH:8][CH:9]1[CH2:14][CH2:13][N:12]([S:15](/[CH:18]=[CH:19]/[C:20]2[CH:21]=[N:22][CH:23]=[CH:24][CH:25]=2)(=[O:17])=[O:16])[CH2:11][CH2:10]1. Given the reactants [Si]([O:8][CH:9]1[CH2:14][CH2:13][N:12]([S:15](/[CH:18]=[CH:19]/[C:20]2[CH:21]=[N:22][CH:23]=[CH:24][CH:25]=2)(=[O:17])=[O:16])[CH2:11][CH2:10]1)(C(C)(C)C)(C)C.C(Cl)(=O)C, predict the reaction product. (6) The product is: [N:11]1([C:2]2[CH:3]=[C:4]([C@@H:8]([NH2:10])[CH3:9])[CH:5]=[CH:6][CH:7]=2)[CH:15]=[CH:14][CH:13]=[N:12]1. Given the reactants Br[C:2]1[CH:3]=[C:4]([C@@H:8]([NH2:10])[CH3:9])[CH:5]=[CH:6][CH:7]=1.[NH:11]1[CH:15]=[CH:14][CH:13]=[N:12]1.C(=O)([O-])[O-].[K+].[K+], predict the reaction product.